From a dataset of Catalyst prediction with 721,799 reactions and 888 catalyst types from USPTO. Predict which catalyst facilitates the given reaction. Reactant: [CH3:1][Si:2]([CH3:25])([CH3:24])[CH2:3][CH2:4][O:5][CH2:6][N:7]1[C:11]2[CH:12]=[N+:13]([O-:18])[C:14]([C:16]#[N:17])=[CH:15][C:10]=2[C:9]2=[CH:19][CH:20]=[CH:21][N+:22]([O-])=[C:8]12.CS([Cl:30])(=O)=O. Product: [Cl:30][C:19]1[C:9]2[C:10]3[CH:15]=[C:14]([C:16]#[N:17])[N+:13]([O-:18])=[CH:12][C:11]=3[N:7]([CH2:6][O:5][CH2:4][CH2:3][Si:2]([CH3:25])([CH3:24])[CH3:1])[C:8]=2[N:22]=[CH:21][CH:20]=1.[Cl:30][C:21]1[CH:20]=[CH:19][C:9]2[C:10]3[CH:15]=[C:14]([C:16]#[N:17])[N+:13]([O-:18])=[CH:12][C:11]=3[N:7]([CH2:6][O:5][CH2:4][CH2:3][Si:2]([CH3:25])([CH3:24])[CH3:1])[C:8]=2[N:22]=1. The catalyst class is: 288.